Dataset: Reaction yield outcomes from USPTO patents with 853,638 reactions. Task: Predict the reaction yield, written as a fraction of the theoretical maximum amount of product (1.0 means a 100% yield; for example, 0.34 means a 34% yield). (1) The reactants are Br[C:2]1[C:10]2[O:9][CH:8]=[CH:7][C:6]=2[CH:5]=[C:4]([CH3:11])[CH:3]=1.[C:12](=[NH:25])([C:19]1[CH:24]=[CH:23][CH:22]=[CH:21][CH:20]=1)[C:13]1[CH:18]=[CH:17][CH:16]=[CH:15][CH:14]=1.CC(C)([O-])C.[Na+].[Cl-].[NH4+]. The catalyst is C1C=CC(/C=C/C(/C=C/C2C=CC=CC=2)=O)=CC=1.C1C=CC(/C=C/C(/C=C/C2C=CC=CC=2)=O)=CC=1.C1C=CC(/C=C/C(/C=C/C2C=CC=CC=2)=O)=CC=1.[Pd].[Pd].C1(P(C2C=CC=CC=2)C2C=CC3C(=CC=CC=3)C=2C2C3C(=CC=CC=3)C=CC=2P(C2C=CC=CC=2)C2C=CC=CC=2)C=CC=CC=1.O. The product is [C:12](=[N:25][C:2]1[C:10]2[O:9][CH:8]=[CH:7][C:6]=2[CH:5]=[C:4]([CH3:11])[CH:3]=1)([C:19]1[CH:20]=[CH:21][CH:22]=[CH:23][CH:24]=1)[C:13]1[CH:18]=[CH:17][CH:16]=[CH:15][CH:14]=1. The yield is 0.810. (2) The reactants are [CH3:1][NH:2][C:3]1[CH:8]=[CH:7][N:6]=[C:5]2[CH:9]=[C:10]([C:12]3[N:13]=[CH:14][N:15]([CH3:17])[CH:16]=3)[S:11][C:4]=12.[F:18][C:19]1[CH:20]=[C:21]([N+:26]([O-:28])=[O:27])[CH:22]=[CH:23][C:24]=1F.C(=O)([O-])[O-].[Cs+].[Cs+].O. The catalyst is CN(C=O)C. The product is [F:18][C:19]1[CH:20]=[C:21]([N+:26]([O-:28])=[O:27])[CH:22]=[CH:23][C:24]=1[N:2]([CH3:1])[C:3]1[CH:8]=[CH:7][N:6]=[C:5]2[CH:9]=[C:10]([C:12]3[N:13]=[CH:14][N:15]([CH3:17])[CH:16]=3)[S:11][C:4]=12. The yield is 0.190. (3) The reactants are [CH:1]([C:5]1[CH:10]=[CH:9][CH:8]=[CH:7][C:6]=1[OH:11])([CH2:3][CH3:4])[CH3:2].[C:12]1(=O)[O:17][C:15](=[O:16])[C:14]2=[CH:18][CH:19]=[CH:20][CH:21]=[C:13]12. No catalyst specified. The product is [OH:11][C:6]1[CH:7]=[CH:8][C:9]([C:12]2([C:9]3[CH:8]=[CH:7][C:6]([OH:11])=[C:5]([CH:1]([CH2:3][CH3:4])[CH3:2])[CH:10]=3)[C:13]3[C:14](=[CH:18][CH:19]=[CH:20][CH:21]=3)[C:15](=[O:16])[O:17]2)=[CH:10][C:5]=1[CH:1]([CH2:3][CH3:4])[CH3:2]. The yield is 0.770. (4) The reactants are C(Br)(Br)(Br)Br.[C:6]1(P(C2C=CC=CC=2)C2C=CC=CC=2)C=CC=CC=1.[F:25][C:26]1[CH:33]=[CH:32][CH:31]=[CH:30][C:27]=1[CH:28]=O.[O:34]=[C:35]1[CH2:40][CH2:39][N:38]([C:41]([O:43][C:44]([CH3:47])([CH3:46])[CH3:45])=[O:42])[CH2:37][CH2:36]1.[Cl-].[NH4+]. The catalyst is ClCCl.O1CCCC1.CCCCCC. The product is [C:44]([O:43][C:41]([N:38]1[CH2:37][CH2:36][C:35]([C:6]#[C:28][C:27]2[CH:30]=[CH:31][CH:32]=[CH:33][C:26]=2[F:25])([OH:34])[CH2:40][CH2:39]1)=[O:42])([CH3:47])([CH3:46])[CH3:45]. The yield is 0.230. (5) The reactants are COC(C1N(CC=O)C=C(C(=O)NCC2C=CC(F)=CC=2)C(=O)C=1OCC1C=CC=CC=1)=O.Cl.Cl.N[C@@H](C)CCNCC(C)C.[F:46][C:47]1[CH:52]=[CH:51][C:50]([CH2:53][NH:54][C:55]([C:57]2[C:58](=[O:85])[C:59]([O:77]CC3C=CC=CC=3)=[C:60]3[C:74](=[O:75])[N:64]4[C@@H:65]([CH3:73])[CH2:66][CH2:67][N:68]([CH2:69][CH:70]([CH3:72])[CH3:71])[C@@H:63]4[CH2:62][N:61]3[CH:76]=2)=[O:56])=[CH:49][CH:48]=1. No catalyst specified. The product is [F:46][C:47]1[CH:52]=[CH:51][C:50]([CH2:53][NH:54][C:55]([C:57]2[C:58](=[O:85])[C:59]([OH:77])=[C:60]3[C:74](=[O:75])[N:64]4[C@@H:65]([CH3:73])[CH2:66][CH2:67][N:68]([CH2:69][CH:70]([CH3:71])[CH3:72])[C@@H:63]4[CH2:62][N:61]3[CH:76]=2)=[O:56])=[CH:49][CH:48]=1. The yield is 0.680. (6) The reactants are [F:1][C:2]1[CH:3]=[C:4]([CH:6]=[C:7]([I:9])[CH:8]=1)[NH2:5].[CH3:10][S:11](Cl)(=[O:13])=[O:12].C(N(CC)CC)C. The catalyst is C(Cl)Cl.Cl. The product is [F:1][C:2]1[CH:3]=[C:4]([NH:5][S:11]([CH3:10])(=[O:13])=[O:12])[CH:6]=[C:7]([I:9])[CH:8]=1. The yield is 0.780.